This data is from Full USPTO retrosynthesis dataset with 1.9M reactions from patents (1976-2016). The task is: Predict the reactants needed to synthesize the given product. (1) The reactants are: [CH3:1][NH2:2].[F:3][C:4]1[C:12]([F:13])=[C:11](F)[C:10]([N+:15]([O-:17])=[O:16])=[CH:9][C:5]=1[C:6]([OH:8])=[O:7].Cl. Given the product [F:3][C:4]1[C:12]([F:13])=[C:11]([NH:2][CH3:1])[C:10]([N+:15]([O-:17])=[O:16])=[CH:9][C:5]=1[C:6]([OH:8])=[O:7], predict the reactants needed to synthesize it. (2) Given the product [C:23]1([C:2]2[C:14]3[C:13]4[C:8](=[CH:9][C:10]([C:15]([CH3:17])([CH3:18])[CH3:16])=[CH:11][CH:12]=4)[CH2:7][C:6]=3[CH:5]=[C:4]([C:19]([CH3:20])([CH3:22])[CH3:21])[CH:3]=2)[CH:28]=[CH:27][CH:26]=[CH:25][CH:24]=1, predict the reactants needed to synthesize it. The reactants are: Br[C:2]1[C:14]2[C:13]3[C:8](=[CH:9][C:10]([C:15]([CH3:18])([CH3:17])[CH3:16])=[CH:11][CH:12]=3)[CH2:7][C:6]=2[CH:5]=[C:4]([C:19]([CH3:22])([CH3:21])[CH3:20])[CH:3]=1.[C:23]1(B(O)O)[CH:28]=[CH:27][CH:26]=[CH:25][CH:24]=1.C([O-])([O-])=O.[Na+].[Na+]. (3) Given the product [ClH:46].[F:45][C:2]([F:1])([F:44])[C:3]1[CH:4]=[C:5]([C@H:13]([O:15][C@H:16]2[CH2:21][CH2:20][N:19]([C:22]([C@H:24]3[CH2:25][CH2:26][C@H:27]([NH2:30])[CH2:28][CH2:29]3)=[O:23])[CH2:18][C@H:17]2[C:38]2[CH:39]=[CH:40][CH:41]=[CH:42][CH:43]=2)[CH3:14])[CH:6]=[C:7]([C:9]([F:10])([F:12])[F:11])[CH:8]=1, predict the reactants needed to synthesize it. The reactants are: [F:1][C:2]([F:45])([F:44])[C:3]1[CH:4]=[C:5]([C@H:13]([O:15][C@H:16]2[CH2:21][CH2:20][N:19]([C:22]([C@H:24]3[CH2:29][CH2:28][C@H:27]([NH:30]C(=O)OC(C)(C)C)[CH2:26][CH2:25]3)=[O:23])[CH2:18][C@H:17]2[C:38]2[CH:43]=[CH:42][CH:41]=[CH:40][CH:39]=2)[CH3:14])[CH:6]=[C:7]([C:9]([F:12])([F:11])[F:10])[CH:8]=1.[ClH:46].C(OCC)(=O)C. (4) Given the product [F:1][C:2]1[CH:10]=[CH:9][CH:8]=[C:7]2[C:3]=1[C:4]([C:11]([OH:13])=[O:12])=[N:5][N:6]2[CH2:16][C:17]1[CH:22]=[CH:21][C:20]([C:23]2[CH:24]=[N:25][N:26]([CH3:28])[CH:27]=2)=[CH:19][C:18]=1[F:29], predict the reactants needed to synthesize it. The reactants are: [F:1][C:2]1[CH:10]=[CH:9][CH:8]=[C:7]2[C:3]=1[C:4]([C:11]([O:13]C)=[O:12])=[N:5][NH:6]2.Cl[CH2:16][C:17]1[CH:22]=[CH:21][C:20]([C:23]2[CH:24]=[N:25][N:26]([CH3:28])[CH:27]=2)=[CH:19][C:18]=1[F:29]. (5) Given the product [I:1]/[CH:17]=[CH:16]/[C:15]1[CH:21]=[CH:22][C:12]([O:11][CH3:10])=[CH:13][CH:14]=1, predict the reactants needed to synthesize it. The reactants are: [I:1]N1C(C)(C)COC1=O.[CH3:10][O:11][C:12]1[CH:22]=[CH:21][C:15]([CH:16]=[CH:17]C(O)=O)=[CH:14][CH:13]=1.CCN(CC)CC. (6) Given the product [ClH:1].[Cl:1][C:2]1[CH:3]=[CH:4][C:5]([C:6]([NH:8][CH2:9][CH2:10][CH2:11][O:12][C:13]2[CH:21]=[CH:20][C:16]([C:17]([NH:58][CH2:57][CH2:56][N:55]([CH3:59])[CH3:54])=[O:18])=[CH:15][C:14]=2[NH:22][C:23]([NH:25][C:26]2[CH:31]=[N:30][C:29]([CH3:32])=[CH:28][N:27]=2)=[O:24])=[O:7])=[CH:33][CH:34]=1, predict the reactants needed to synthesize it. The reactants are: [Cl:1][C:2]1[CH:34]=[CH:33][C:5]([C:6]([NH:8][CH2:9][CH2:10][CH2:11][O:12][C:13]2[CH:21]=[CH:20][C:16]([C:17](O)=[O:18])=[CH:15][C:14]=2[NH:22][C:23]([NH:25][C:26]2[CH:31]=[N:30][C:29]([CH3:32])=[CH:28][N:27]=2)=[O:24])=[O:7])=[CH:4][CH:3]=1.OC1C2N=NNC=2C=CC=1.C(N(C(C)C)CC)(C)C.[CH3:54][N:55]([CH3:59])[CH2:56][CH2:57][NH2:58].Cl.CN(C)CCCN=C=NCC. (7) Given the product [O:1]([C:8]1[N:13]=[C:12]([C:14]([Cl:20])=[O:16])[CH:11]=[CH:10][N:9]=1)[C:2]1[CH:7]=[CH:6][CH:5]=[CH:4][CH:3]=1, predict the reactants needed to synthesize it. The reactants are: [O:1]([C:8]1[N:13]=[C:12]([C:14]([OH:16])=O)[CH:11]=[CH:10][N:9]=1)[C:2]1[CH:7]=[CH:6][CH:5]=[CH:4][CH:3]=1.C(Cl)(=O)C([Cl:20])=O. (8) Given the product [F:1][C:2]1[CH:7]=[C:6]([F:8])[CH:5]=[CH:4][C:3]=1[O:9][CH2:19][O:20][CH3:21], predict the reactants needed to synthesize it. The reactants are: [F:1][C:2]1[CH:7]=[C:6]([F:8])[CH:5]=[CH:4][C:3]=1[OH:9].CCN(C(C)C)C(C)C.[CH2:19](Br)[O:20][CH3:21]. (9) The reactants are: [N:1]([C:4]1[CH:22]=[CH:21][C:7]([C:8]([NH:10][CH2:11][CH2:12][C:13]2[CH:18]=[CH:17][C:16]([O:19][CH3:20])=[CH:15][CH:14]=2)=O)=[CH:6][CH:5]=1)=[N+:2]=[N-:3]. Given the product [N:1]([C:4]1[CH:22]=[CH:21][C:7]([C:8]2[C:18]3[C:13](=[CH:14][CH:15]=[C:16]([O:19][CH3:20])[CH:17]=3)[CH:12]=[CH:11][N:10]=2)=[CH:6][CH:5]=1)=[N+:2]=[N-:3], predict the reactants needed to synthesize it. (10) Given the product [CH3:1][C:2]1[O:6][C:5]([C:7]2[CH:8]=[CH:9][C:10]([C:11]([NH:53][CH2:52][C:48]3[CH:47]=[N:46][CH:51]=[CH:50][CH:49]=3)=[O:12])=[CH:14][CH:15]=2)=[N:4][C:3]=1[CH2:16][S:17][C:18]1[CH:19]=[CH:20][C:21]([CH3:24])=[CH:22][CH:23]=1, predict the reactants needed to synthesize it. The reactants are: [CH3:1][C:2]1[O:6][C:5]([C:7]2[CH:15]=[CH:14][C:10]([C:11](O)=[O:12])=[CH:9][CH:8]=2)=[N:4][C:3]=1[CH2:16][S:17][C:18]1[CH:23]=[CH:22][C:21]([CH3:24])=[CH:20][CH:19]=1.CCN=C=NCCCN(C)C.N1(O)C2C=CC=CC=2N=N1.[N:46]1[CH:51]=[CH:50][CH:49]=[C:48]([CH2:52][NH2:53])[CH:47]=1.C(N(CC)CC)C.